Task: Predict the product of the given reaction.. Dataset: Forward reaction prediction with 1.9M reactions from USPTO patents (1976-2016) (1) The product is: [Si:1]([O:8][C@H:9]1[CH2:18][C:17]([CH3:19])([CH3:20])[CH2:16][C:15]2[N+:14]([O-:49])=[C:13]([CH:21]([CH3:23])[CH3:22])[C:12]3[C@@H:24]([C:31]4[CH:32]=[CH:33][C:34]([C:37]([F:38])([F:39])[F:40])=[CH:35][CH:36]=4)[O:25][C:26]4([CH2:30][CH2:29][CH2:28][CH2:27]4)[C:11]=3[C:10]1=2)([C:4]([CH3:6])([CH3:7])[CH3:5])([CH3:2])[CH3:3]. Given the reactants [Si:1]([O:8][C@H:9]1[CH2:18][C:17]([CH3:20])([CH3:19])[CH2:16][C:15]2[N:14]=[C:13]([CH:21]([CH3:23])[CH3:22])[C:12]3[C@@H:24]([C:31]4[CH:36]=[CH:35][C:34]([C:37]([F:40])([F:39])[F:38])=[CH:33][CH:32]=4)[O:25][C:26]4([CH2:30][CH2:29][CH2:28][CH2:27]4)[C:11]=3[C:10]1=2)([C:4]([CH3:7])([CH3:6])[CH3:5])([CH3:3])[CH3:2].ClC1C=CC=C(C(OO)=[O:49])C=1, predict the reaction product. (2) Given the reactants [Br:1][C:2]1[C:3](F)=[C:4]2[C:10]([NH:11][C:12](=[O:18])[CH:13]([CH2:16][CH3:17])[CH2:14][CH3:15])=[CH:9][NH:8][C:5]2=[N:6][CH:7]=1.[NH:20]1[CH2:25][CH2:24][CH2:23][C@@H:22]([NH:26][C:27](=[O:33])[O:28][C:29]([CH3:32])([CH3:31])[CH3:30])[CH2:21]1.C(N(C(C)C)C(C)C)C, predict the reaction product. The product is: [Br:1][C:2]1[C:3]([N:20]2[CH2:25][CH2:24][CH2:23][C@@H:22]([NH:26][C:27](=[O:33])[O:28][C:29]([CH3:31])([CH3:30])[CH3:32])[CH2:21]2)=[C:4]2[C:10]([NH:11][C:12](=[O:18])[CH:13]([CH2:16][CH3:17])[CH2:14][CH3:15])=[CH:9][NH:8][C:5]2=[N:6][CH:7]=1. (3) Given the reactants [C:1]([C:5]1[CH:6]=[C:7]([NH:17][C:18]([NH:20][C:21]2[CH:22]=[N:23][C:24]([N:27]3[CH2:32][CH2:31][NH:30][CH2:29][CH2:28]3)=[CH:25][CH:26]=2)=[O:19])[N:8]([C:10]2[CH:15]=[CH:14][C:13]([CH3:16])=[CH:12][CH:11]=2)[N:9]=1)([CH3:4])([CH3:3])[CH3:2].C(N(CC)CC)C.[CH3:40][C:41]([CH3:46])([CH3:45])[C:42](Cl)=[O:43], predict the reaction product. The product is: [C:1]([C:5]1[CH:6]=[C:7]([NH:17][C:18]([NH:20][C:21]2[CH:22]=[N:23][C:24]([N:27]3[CH2:28][CH2:29][N:30]([C:42](=[O:43])[C:41]([CH3:46])([CH3:45])[CH3:40])[CH2:31][CH2:32]3)=[CH:25][CH:26]=2)=[O:19])[N:8]([C:10]2[CH:15]=[CH:14][C:13]([CH3:16])=[CH:12][CH:11]=2)[N:9]=1)([CH3:4])([CH3:2])[CH3:3]. (4) Given the reactants [F:1][C:2]1[CH:28]=[C:27]([F:29])[CH:26]=[CH:25][C:3]=1[O:4][C:5]1[C:6]([C:15]2[CH:16]=[C:17]([O:23][CH3:24])[C:18](=[O:22])[N:19]([CH3:21])[CH:20]=2)=[N:7][C:8](S(C)(=O)=O)=[N:9][CH:10]=1.[CH2:30]([S:32]([NH2:35])(=[O:34])=[O:33])[CH3:31], predict the reaction product. The product is: [F:1][C:2]1[CH:28]=[C:27]([F:29])[CH:26]=[CH:25][C:3]=1[O:4][C:5]1[C:6]([C:15]2[CH:16]=[C:17]([O:23][CH3:24])[C:18](=[O:22])[N:19]([CH3:21])[CH:20]=2)=[N:7][C:8]([NH:35][S:32]([CH2:30][CH3:31])(=[O:34])=[O:33])=[N:9][CH:10]=1. (5) Given the reactants [F:1][C:2]([F:12])([F:11])[C:3]1[N:4]=[C:5]([C:8]([OH:10])=O)[S:6][CH:7]=1.[NH2:13][C:14]1[C:19]([Cl:20])=[C:18]([O:21][CH3:22])[CH:17]=[CH:16][C:15]=1[C:23](=[O:25])[CH3:24].C(C1C=CC(OC)=CC=1NC(C1SC=C(C(C)C)N=1)=O)(=O)C, predict the reaction product. The product is: [C:23]([C:15]1[C:14]([NH:13][C:8]([C:5]2[S:6][CH:7]=[C:3]([C:2]([F:1])([F:12])[F:11])[N:4]=2)=[O:10])=[C:19]([Cl:20])[C:18]([O:21][CH3:22])=[CH:17][CH:16]=1)(=[O:25])[CH3:24]. (6) Given the reactants [Cl:1][C:2]1[CH:3]=[CH:4][C:5]2[NH:11][C:10](=S)[C@@H:9]([CH2:13][C:14]([O:16][CH2:17][CH3:18])=[O:15])[O:8][C@H:7]([C:19]3[CH:24]=[CH:23][CH:22]=[C:21]([CH2:25][CH3:26])[C:20]=3[O:27][CH3:28])[C:6]=2[CH:29]=1.O.[NH2:31][NH2:32].[F:33][C:34]([F:45])([F:44])[C:35](O[C:35](=O)[C:34]([F:45])([F:44])[F:33])=O.C(=O)(O)[O-].[Na+], predict the reaction product. The product is: [Cl:1][C:2]1[CH:3]=[CH:4][C:5]2[N:11]3[C:35]([C:34]([F:45])([F:44])[F:33])=[N:31][N:32]=[C:10]3[C@@H:9]([CH2:13][C:14]([O:16][CH2:17][CH3:18])=[O:15])[O:8][C@H:7]([C:19]3[CH:24]=[CH:23][CH:22]=[C:21]([CH2:25][CH3:26])[C:20]=3[O:27][CH3:28])[C:6]=2[CH:29]=1. (7) Given the reactants [H-].[Na+].[OH:3]/[N:4]=[C:5](/[C:14]1[CH:19]=[CH:18][CH:17]=[CH:16][CH:15]=1)\[CH2:6][CH2:7][CH2:8][C:9]([O:11]CC)=[O:10].Cl[CH2:21][C:22]1[CH:41]=[CH:40][C:25]([O:26][CH2:27][C:28]2[N:29]=[C:30]([C:34]3[CH:39]=[CH:38][CH:37]=[CH:36][CH:35]=3)[O:31][C:32]=2[CH3:33])=[CH:24][CH:23]=1.Cl.C(=O)(O)[O-].[Na+], predict the reaction product. The product is: [CH3:33][C:32]1[O:31][C:30]([C:34]2[CH:35]=[CH:36][CH:37]=[CH:38][CH:39]=2)=[N:29][C:28]=1[CH2:27][O:26][C:25]1[CH:24]=[CH:23][C:22]([CH2:21][O:3]/[N:4]=[C:5](/[C:14]2[CH:15]=[CH:16][CH:17]=[CH:18][CH:19]=2)\[CH2:6][CH2:7][CH2:8][C:9]([OH:11])=[O:10])=[CH:41][CH:40]=1.